Binary Classification. Given a drug SMILES string, predict its activity (active/inactive) in a high-throughput screening assay against a specified biological target. From a dataset of HIV replication inhibition screening data with 41,000+ compounds from the AIDS Antiviral Screen. (1) The molecule is CC(C)(C)[Si](C)(C)OCCc1ccccc1C1CC2(S(=O)(=O)c3ccccc3)ON1CC2S(=O)(=O)c1ccccc1. The result is 0 (inactive). (2) The drug is CN(CO)c1nc(N(C)CO)nc(N(C)CO)n1. The result is 0 (inactive). (3) The molecule is O=c1oc2ccccc2c(O)c1C1=NC(=NN=Cc2ccc(Cl)cc2)SC1. The result is 0 (inactive). (4) The drug is Cn1cnc([N+](=O)[O-])c1SSc1c([N+](=O)[O-])ncn1C. The result is 0 (inactive). (5) The molecule is CC(=NNC(N)=O)C(CN1CCCCC1)C(c1ccccc1)c1c(O)c2ccccc2oc1=O.Cl. The result is 0 (inactive).